This data is from Reaction yield outcomes from USPTO patents with 853,638 reactions. The task is: Predict the reaction yield, written as a fraction of the theoretical maximum amount of product (1.0 means a 100% yield; for example, 0.34 means a 34% yield). (1) The reactants are [Cl:1][C:2]1[C:7]([Cl:8])=[CH:6][C:5]([C:9](=[O:11])[CH3:10])=[C:4]([OH:12])[C:3]=1[I:13].[C:14]1(P(C2C=CC=CC=2)C2C=CC=CC=2)C=CC=CC=1.CO.N(C(OC(C)C)=O)=NC(OC(C)C)=O. The catalyst is O1CCCC1. The product is [Cl:1][C:2]1[C:7]([Cl:8])=[CH:6][C:5]([C:9](=[O:11])[CH3:10])=[C:4]([O:12][CH3:14])[C:3]=1[I:13]. The yield is 0.790. (2) The yield is 0.380. The product is [C:5]([O:9][C:10]([N:12]1[CH2:17][CH2:16][CH:15]([N:18]([C:20]2([CH:22]3[CH2:26][CH2:25][N:24]([CH2:27][C:28]4[CH:33]=[CH:32][CH:31]=[CH:30][CH:29]=4)[CH2:23]3)[CH2:2][CH2:1]2)[CH3:19])[CH2:14][CH2:13]1)=[O:11])([CH3:8])([CH3:7])[CH3:6]. The reactants are [CH2:1]([Mg]Br)[CH3:2].[C:5]([O:9][C:10]([N:12]1[CH2:17][CH2:16][CH:15]([N:18]([C:20]([CH:22]2[CH2:26][CH2:25][N:24]([CH2:27][C:28]3[CH:33]=[CH:32][CH:31]=[CH:30][CH:29]=3)[CH2:23]2)=O)[CH3:19])[CH2:14][CH2:13]1)=[O:11])([CH3:8])([CH3:7])[CH3:6]. The catalyst is C1COCC1.CC(C)[O-].[Ti+4].CC(C)[O-].CC(C)[O-].CC(C)[O-]. (3) The reactants are [C:1]([O:7][CH2:8][CH3:9])(=[O:6])[CH2:2][C:3]([CH3:5])=O.[Br:10][C:11]1[CH:12]=[C:13]([CH:16]=[CH:17][CH:18]=1)[CH:14]=O.[NH4+:19].[OH-:20]. The catalyst is CCO.C(Cl)Cl. The product is [Br:10][C:11]1[CH:12]=[C:13]([CH:14]2[C:2]([C:1]([O:7][CH2:8][CH3:9])=[O:6])=[C:3]([CH3:5])[NH:19][C:3]([CH3:5])=[C:2]2[C:1]([O:7][CH2:8][CH3:9])=[O:20])[CH:16]=[CH:17][CH:18]=1. The yield is 0.710. (4) The reactants are [Br:1][C:2]1[CH:7]=[CH:6][C:5]([C:8]2[S:9][CH:10]=[CH:11][C:12]=2[NH2:13])=[CH:4][CH:3]=1.C1CCN2C(=NCCC2)CC1.[CH:25]([S:28](Cl)(=[O:30])=[O:29])([CH3:27])[CH3:26]. The product is [Br:1][C:2]1[CH:7]=[CH:6][C:5]([C:8]2[S:9][CH:10]=[CH:11][C:12]=2[NH:13][S:28]([CH:25]([CH3:27])[CH3:26])(=[O:30])=[O:29])=[CH:4][CH:3]=1. The catalyst is ClCCl. The yield is 0.940.